From a dataset of Full USPTO retrosynthesis dataset with 1.9M reactions from patents (1976-2016). Predict the reactants needed to synthesize the given product. Given the product [CH3:1][O:2][C:3]1[CH:4]=[C:5]([CH:9]=[C:10]([N+:12]([O-:14])=[O:13])[CH:11]=1)[C:6]([NH:31][CH2:30][CH2:29][O:28][CH3:27])=[O:8], predict the reactants needed to synthesize it. The reactants are: [CH3:1][O:2][C:3]1[CH:4]=[C:5]([CH:9]=[C:10]([N+:12]([O-:14])=[O:13])[CH:11]=1)[C:6]([OH:8])=O.Cl.CN(C)CCCN=C=NCC.[CH3:27][O:28][CH2:29][CH2:30][NH2:31].